The task is: Predict the product of the given reaction.. This data is from Forward reaction prediction with 1.9M reactions from USPTO patents (1976-2016). (1) The product is: [CH2:1]([O:3][C:4]([C:6]1[CH:7]=[N:8][N:9]([C:11]2[NH:12][C:13](=[O:14])[C:24]3[C:19](=[CH:20][CH:21]=[C:22]([Br:25])[CH:23]=3)[N:18]=2)[CH:10]=1)=[O:5])[CH3:2]. Given the reactants [CH2:1]([O:3][C:4]([C:6]1[CH:7]=[N:8][N:9]([C:11](=[N:18][C:19]2[CH:24]=[CH:23][C:22]([Br:25])=[CH:21][CH:20]=2)[NH:12][C:13](OCC)=[O:14])[CH:10]=1)=[O:5])[CH3:2].ClCCCl, predict the reaction product. (2) Given the reactants C[O:2][C:3](=O)[C@H:4]([CH2:13][OH:14])[NH:5][C:6]([O:8]C(C)(C)C)=[O:7].[CH3:21][CH:22]([CH2:24][AlH][CH2:21][CH:22]([CH3:24])[CH3:23])[CH3:23].[C:25]1([CH3:31])[CH:30]=CC=CC=1, predict the reaction product. The product is: [C:22]([O:8][C:6]([N:5]1[C@H:4]([CH:3]=[O:2])[CH2:13][O:14][C:25]1([CH3:30])[CH3:31])=[O:7])([CH3:21])([CH3:23])[CH3:24]. (3) The product is: [N:4]1([CH2:3][C:13]([CH2:12][CH2:11][C:10]([F:9])([F:18])[F:19])([C:14]#[N:15])[C:16]#[N:17])[CH:8]=[CH:7][CH:6]=[N:5]1. Given the reactants Cl.Cl[CH2:3][N:4]1[CH:8]=[CH:7][CH:6]=[N:5]1.[F:9][C:10]([F:19])([F:18])[CH2:11][CH2:12][CH:13]([C:16]#[N:17])[C:14]#[N:15].C(=O)([O-])[O-].[K+].[K+].O, predict the reaction product. (4) Given the reactants [Mg].Br[C:3]1[CH:8]=[CH:7][C:6]([CH2:9][CH3:10])=[CH:5][CH:4]=1.[CH2:11]([O:18][C:19]1[CH:26]=[CH:25][CH:24]=[CH:23][C:20]=1[CH:21]=[O:22])[C:12]1[CH:17]=[CH:16][CH:15]=[CH:14][CH:13]=1.[Cl-].[NH4+], predict the reaction product. The product is: [CH2:11]([O:18][C:19]1[CH:26]=[CH:25][CH:24]=[CH:23][C:20]=1[CH:21]([C:3]1[CH:8]=[CH:7][C:6]([CH2:9][CH3:10])=[CH:5][CH:4]=1)[OH:22])[C:12]1[CH:13]=[CH:14][CH:15]=[CH:16][CH:17]=1. (5) Given the reactants [Br:1]Br.[NH2:3][C@@H:4]([CH2:19][C:20]1[CH:25]=[CH:24][CH:23]=[CH:22][CH:21]=1)[CH2:5][NH:6][C:7]1[N:12]=[C:11]([C:13]2[CH:18]=[CH:17][N:16]=[CH:15][CH:14]=2)[CH:10]=[CH:9][N:8]=1, predict the reaction product. The product is: [NH2:3][C@@H:4]([CH2:19][C:20]1[CH:25]=[CH:24][CH:23]=[CH:22][CH:21]=1)[CH2:5][NH:6][C:7]1[N:12]=[C:11]([C:13]2[CH:18]=[CH:17][N:16]=[CH:15][CH:14]=2)[C:10]([Br:1])=[CH:9][N:8]=1. (6) Given the reactants [Cl:1][C:2]1[C:3]2[C:10]([I:11])=[CH:9][N:8]([C@H:12]3[CH2:17][CH2:16][C@H:15]([N:18]4[CH2:23][CH2:22][N:21]([CH3:24])[CH2:20][CH2:19]4)[CH2:14][CH2:13]3)[C:4]=2[N:5]=[CH:6][N:7]=1.[OH-].[NH4+:26], predict the reaction product. The product is: [ClH:1].[I:11][C:10]1[C:3]2[C:2]([NH2:26])=[N:7][CH:6]=[N:5][C:4]=2[N:8]([C@H:12]2[CH2:17][CH2:16][C@H:15]([N:18]3[CH2:23][CH2:22][N:21]([CH3:24])[CH2:20][CH2:19]3)[CH2:14][CH2:13]2)[CH:9]=1. (7) Given the reactants CO[C:3](=[O:8])[CH2:4][C@@H:5](O)[CH3:6].[Si:9](Cl)([C:12]([CH3:15])([CH3:14])[CH3:13])([CH3:11])[CH3:10].N1C=CN=C1.CC(C[AlH]CC(C)C)C.[S:31](Cl)([C:34]1[CH:40]=[CH:39][C:37]([CH3:38])=[CH:36][CH:35]=1)(=[O:33])=[O:32].N1C=CC=CC=1.CN(C=[O:52])C, predict the reaction product. The product is: [Si:9]([O:52][CH2:6][CH2:5][CH2:4][CH2:3][O:8][S:31]([C:34]1[CH:40]=[CH:39][C:37]([CH3:38])=[CH:36][CH:35]=1)(=[O:33])=[O:32])([C:12]([CH3:15])([CH3:14])[CH3:13])([CH3:11])[CH3:10].